Dataset: Merck oncology drug combination screen with 23,052 pairs across 39 cell lines. Task: Regression. Given two drug SMILES strings and cell line genomic features, predict the synergy score measuring deviation from expected non-interaction effect. (1) Drug 2: CCN(CC)CCNC(=O)c1c(C)[nH]c(C=C2C(=O)Nc3ccc(F)cc32)c1C. Cell line: RKO. Synergy scores: synergy=-10.7. Drug 1: Nc1ccn(C2OC(CO)C(O)C2(F)F)c(=O)n1. (2) Drug 1: Nc1ccn(C2OC(CO)C(O)C2(F)F)c(=O)n1. Drug 2: Cn1cc(-c2cnn3c(N)c(Br)c(C4CCCNC4)nc23)cn1. Cell line: A427. Synergy scores: synergy=30.5.